Dataset: Catalyst prediction with 721,799 reactions and 888 catalyst types from USPTO. Task: Predict which catalyst facilitates the given reaction. (1) Reactant: [CH3:1][C:2]1[N:3]=[CH:4][N:5]([C:7]2[N:8]=[CH:9][S:10][C:11]=2[NH:12][C:13](=O)[CH3:14])[CH:6]=1.O=P12OP3(OP(OP(O3)(O1)=O)(=O)O2)=O. Product: [CH3:14][C:13]1[C:6]2[N:5]([CH:4]=[N:3][C:2]=2[CH3:1])[C:7]2[N:8]=[CH:9][S:10][C:11]=2[N:12]=1. The catalyst class is: 286. (2) Reactant: [C:1]([O-:8])(=[O:7])[CH2:2][CH2:3][C:4]([O-:6])=[O:5].[Na+:9].[Na+].[S:11](=[O:15])(=[O:14])([OH:13])[OH:12].C(O)C.C([O-])(=O)CCC([O-])=O.[Na+].[Na+]. Product: [C:1]([OH:8])(=[O:7])[CH2:2][CH2:3][C:4]([OH:6])=[O:5].[S:11]([O-:15])([O-:14])(=[O:13])=[O:12].[Na+:9].[Na+:9]. The catalyst class is: 8. (3) Reactant: [NH2:1][C:2]1[S:3][C:4]([CH3:10])=[C:5]([CH3:9])[C:6]=1[C:7]#[N:8].C(O)(=O)C.[NH3:15].CCO[C:19](OCC)(OCC)[C:20]1[CH:25]=[CH:24][CH:23]=[CH:22][CH:21]=1. Product: [CH3:9][C:5]1[C:6]2[C:7]([NH2:15])=[N:8][C:19]([C:20]3[CH:25]=[CH:24][CH:23]=[CH:22][CH:21]=3)=[N:1][C:2]=2[S:3][C:4]=1[CH3:10]. The catalyst class is: 25. (4) Reactant: [Cl:1][C:2]1[CH:3]=[CH:4][C:5]([O:8][C:9]2[CH:10]=[N:11][C:12]([C:15]3([CH2:18][CH2:19][C:20]4[CH:25]=[CH:24][C:23]([F:26])=[CH:22][C:21]=4[F:27])[CH2:17][O:16]3)=[CH:13][CH:14]=2)=[N:6][CH:7]=1.C(NC(C)C)(C)C.[NH:35]1[CH:39]=[N:38][N:37]=[N:36]1. Product: [Cl:1][C:2]1[CH:3]=[CH:4][C:5]([O:8][C:9]2[CH:14]=[CH:13][C:12]([C:15]([OH:16])([CH2:18][CH2:19][C:20]3[CH:25]=[CH:24][C:23]([F:26])=[CH:22][C:21]=3[F:27])[CH2:17][N:35]3[CH:39]=[N:38][N:37]=[N:36]3)=[N:11][CH:10]=2)=[N:6][CH:7]=1. The catalyst class is: 16.